Dataset: Cav3 T-type calcium channel HTS with 100,875 compounds. Task: Binary Classification. Given a drug SMILES string, predict its activity (active/inactive) in a high-throughput screening assay against a specified biological target. (1) The compound is FC(F)(F)c1cc(N2CCN(CC2)C(=O)COc2c3c(n(CC)c(=O)c2)cccc3)ccc1. The result is 0 (inactive). (2) The drug is O(c1c(c2onc(n2)c2ncccc2)cccc1OC)C. The result is 0 (inactive).